This data is from Peptide-MHC class II binding affinity with 134,281 pairs from IEDB. The task is: Regression. Given a peptide amino acid sequence and an MHC pseudo amino acid sequence, predict their binding affinity value. This is MHC class II binding data. (1) The peptide sequence is APEDKYEAFVLHFSE. The MHC is HLA-DQA10102-DQB10502 with pseudo-sequence HLA-DQA10102-DQB10502. The binding affinity (normalized) is 0.748. (2) The MHC is HLA-DPA10301-DPB10402 with pseudo-sequence HLA-DPA10301-DPB10402. The binding affinity (normalized) is 0.262. The peptide sequence is PLMSSKFPELGMNPS.